From a dataset of Reaction yield outcomes from USPTO patents with 853,638 reactions. Predict the reaction yield, written as a fraction of the theoretical maximum amount of product (1.0 means a 100% yield; for example, 0.34 means a 34% yield). (1) The reactants are N(C(C)C)C(C)C.[Li]CCCC.CC(C)=O.C(=O)=O.[CH2:20]([N:24]1[C:32]2[C:27](=[CH:28][CH:29]=[C:30]([O:33][CH3:34])[CH:31]=2)[C:26]([C:35]#[N:36])=[CH:25]1)[CH2:21][CH2:22][CH3:23].B(OC)(OC)OC.I[C:45]1[CH:51]=[CH:50][C:48]([NH2:49])=[CH:47][CH:46]=1. The catalyst is C1COCC1.CN(C=O)C. The product is [NH2:49][C:48]1[CH:50]=[CH:51][C:45]([C:25]2[N:24]([CH2:20][CH2:21][CH2:22][CH3:23])[C:32]3[C:27]([C:26]=2[C:35]#[N:36])=[CH:28][CH:29]=[C:30]([O:33][CH3:34])[CH:31]=3)=[CH:46][CH:47]=1. The yield is 0.860. (2) The product is [N:14]1[CH:19]=[CH:18][C:17]([C:2]2[C:11]3[C:6](=[CH:7][CH:8]=[C:9]([C:12]#[N:13])[CH:10]=3)[N:5]=[CH:4][CH:3]=2)=[CH:16][CH:15]=1. The yield is 0.950. The catalyst is O1CCOCC1.C1C=CC([P]([Pd]([P](C2C=CC=CC=2)(C2C=CC=CC=2)C2C=CC=CC=2)([P](C2C=CC=CC=2)(C2C=CC=CC=2)C2C=CC=CC=2)[P](C2C=CC=CC=2)(C2C=CC=CC=2)C2C=CC=CC=2)(C2C=CC=CC=2)C2C=CC=CC=2)=CC=1. The reactants are Cl[C:2]1[C:11]2[C:6](=[CH:7][CH:8]=[C:9]([C:12]#[N:13])[CH:10]=2)[N:5]=[CH:4][CH:3]=1.[N:14]1[CH:19]=[CH:18][C:17](B(O)O)=[CH:16][CH:15]=1.C(=O)([O-])[O-].[K+].[K+]. (3) The reactants are Cl[C:2]1[N:7]2[N:8]=[C:9]([CH3:11])[CH:10]=[C:6]2[N:5]=[C:4]([NH:12][C:13](=[O:24])[C:14]2[CH:19]=[CH:18][C:17]([C:20]([OH:23])([CH3:22])[CH3:21])=[CH:16][CH:15]=2)[CH:3]=1.[NH:25]1[CH2:30][CH2:29][CH2:28][CH2:27][CH2:26]1. The catalyst is CN(C=O)C.CS(C)=O.CO. The product is [OH:23][C:20]([C:17]1[CH:18]=[CH:19][C:14]([C:13]([NH:12][C:4]2[CH:3]=[C:2]([N:25]3[CH2:30][CH2:29][CH2:28][CH2:27][CH2:26]3)[N:7]3[N:8]=[C:9]([CH3:11])[CH:10]=[C:6]3[N:5]=2)=[O:24])=[CH:15][CH:16]=1)([CH3:22])[CH3:21]. The yield is 0.520. (4) The reactants are [F:1][C:2]1[C:11]2[CH:12]([CH2:14][CH2:15][NH:16][CH2:17][C@H:18]3[O:22][C:21](=[O:23])[N:20]([C:24]4[CH:25]=[CH:26][C:27]5[S:32][CH2:31][C:30](=[O:33])[NH:29][C:28]=5[CH:34]=4)[CH2:19]3)[CH2:13][N:9]3[C:10]=2[C:5]([CH:6]=[CH:7][C:8]3=[O:35])=[CH:4][CH:3]=1.[Si:36]([O:43][CH2:44][CH:45]=O)([C:39]([CH3:42])([CH3:41])[CH3:40])([CH3:38])[CH3:37]. No catalyst specified. The product is [C:39]([Si:36]([CH3:38])([CH3:37])[O:43][CH2:44][CH2:45][N:16]([CH2:17][CH:18]1[O:22][C:21](=[O:23])[N:20]([C:24]2[CH:25]=[CH:26][C:27]3[S:32][CH2:31][C:30](=[O:33])[NH:29][C:28]=3[CH:34]=2)[CH2:19]1)[CH2:15][CH2:14][CH:12]1[C:11]2=[C:10]3[C:5](=[CH:4][CH:3]=[C:2]2[F:1])[CH:6]=[CH:7][C:8](=[O:35])[N:9]3[CH2:13]1)([CH3:42])([CH3:41])[CH3:40]. The yield is 0.760. (5) The reactants are Br[C:2]1[CH:7]=[CH:6][C:5]([N:8]([CH2:11][CH3:12])[CH2:9][CH3:10])=[C:4]([CH3:13])[CH:3]=1.C([Li])CCC.[B:19](OC(C)C)([O:24]C(C)C)[O:20]C(C)C. No catalyst specified. The product is [CH2:9]([N:8]([CH2:11][CH3:12])[C:5]1[CH:6]=[CH:7][C:2]([B:19]([OH:24])[OH:20])=[CH:3][C:4]=1[CH3:13])[CH3:10]. The yield is 1.00. (6) The yield is 0.320. The catalyst is COCCOC.O. The reactants are Br[C:2]1[S:10][C:9]2[C:4](=[N:5][CH:6]=[CH:7][C:8]=2[O:11][C:12]2[CH:17]=[CH:16][C:15]([N+:18]([O-:20])=[O:19])=[CH:14][C:13]=2[F:21])[CH:3]=1.[CH3:22][O:23][C:24]1[N:29]=[CH:28][C:27](B(O)O)=[CH:26][CH:25]=1.[F-].[Cs+].C([O-])(O)=O.[Na+]. The product is [F:21][C:13]1[CH:14]=[C:15]([N+:18]([O-:20])=[O:19])[CH:16]=[CH:17][C:12]=1[O:11][C:8]1[CH:7]=[CH:6][N:5]=[C:4]2[CH:3]=[C:2]([C:27]3[CH:28]=[N:29][C:24]([O:23][CH3:22])=[CH:25][CH:26]=3)[S:10][C:9]=12. (7) The reactants are [CH3:1][C:2]1[N:7]=[CH:6][C:5]([CH:8]=[O:9])=[CH:4][CH:3]=1.C1N2CCN(CC2)C1.[C:18]([O:22][CH3:23])(=[O:21])[CH:19]=[CH2:20].O1CCOCC1. The catalyst is [Cl-].[Na+].O.O. The product is [CH3:23][O:22][C:18](=[O:21])[C:19]([CH:8]([OH:9])[C:5]1[CH:6]=[N:7][C:2]([CH3:1])=[CH:3][CH:4]=1)=[CH2:20]. The yield is 0.438.